Predict the reaction yield, written as a fraction of the theoretical maximum amount of product (1.0 means a 100% yield; for example, 0.34 means a 34% yield). From a dataset of Reaction yield outcomes from USPTO patents with 853,638 reactions. (1) The reactants are C(O[C:6]([N:8]1[CH2:12][CH2:11][CH2:10][CH:9]1[C:13]([NH:15][C@@H:16]1[CH2:21][CH2:20][C@H:19]([C:22]([O:24][CH2:25][C:26]2[CH:31]=[CH:30][CH:29]=[CH:28][CH:27]=2)=[O:23])[CH2:18][CH2:17]1)=[O:14])=[O:7])(C)(C)C.C(O)(C(F)(F)F)=[O:33].C1[CH:40]=[CH:41][C:42]2N(O)N=N[C:43]=2[CH:44]=1.C(N([CH2:54][CH3:55])CC)C.[CH3:56][CH2:57][N:58]=[C:59]=[N:60][CH2:61][CH2:62][CH2:63]N(C)C.Cl.C1[CH2:72][O:71][CH2:70][CH2:69]1. The catalyst is C(Cl)Cl.CC#N. The product is [CH3:72][O:71][C:70]1[CH:69]=[C:54]([CH2:55][C:6]([N:8]2[CH2:12][CH2:11][CH2:10][CH:9]2[C:13]([NH:15][CH:16]2[CH2:21][CH2:20][CH:19]([C:22]([O:24][CH2:25][C:26]3[CH:31]=[CH:30][CH:29]=[CH:28][CH:27]=3)=[O:23])[CH2:18][CH2:17]2)=[O:14])=[O:7])[CH:63]=[CH:62][C:61]=1[NH:60][C:59]([NH:58][C:57]1[CH:56]=[CH:44][CH:43]=[CH:42][C:41]=1[CH3:40])=[O:33]. The yield is 0.870. (2) The yield is 0.738. The catalyst is O1CCCC1. The reactants are C[Si]([C:5]#[C:6][C:7]1[C:8]([NH2:14])=[N:9][C:10]([NH2:13])=[CH:11][CH:12]=1)(C)C.[F-].C([N+](CCCC)(CCCC)CCCC)CCC.O. The product is [C:6]([C:7]1[C:8]([NH2:14])=[N:9][C:10]([NH2:13])=[CH:11][CH:12]=1)#[CH:5]. (3) The yield is 0.760. The catalyst is CCOC(C)=O. The product is [CH2:1]([O:3][C:4]([C:6]1[N:7]([CH2:24][O:23][CH2:22][CH2:21][Si:18]([CH3:20])([CH3:19])[CH3:17])[CH:8]=[CH:9][N:10]=1)=[O:5])[CH3:2]. The reactants are [CH2:1]([O:3][C:4]([C:6]1[NH:7][CH:8]=[CH:9][N:10]=1)=[O:5])[CH3:2].C([O-])([O-])=O.[K+].[K+].[CH3:17][Si:18]([CH2:21][CH2:22][O:23][CH2:24]Cl)([CH3:20])[CH3:19].CC(C)=O. (4) The reactants are [N:1]1([C:6]([C:8]2[CH:13]=[CH:12][C:11]([C:14]3[O:15][C:16]([C:19]4[C:20]([C:25]5[CH:30]=[CH:29][CH:28]=[CH:27][CH:26]=5)=[N:21][O:22][C:23]=4[CH3:24])=[N:17][N:18]=3)=[CH:10][CH:9]=2)=[O:7])[CH:5]=[CH:4]N=C1.NC1C[CH2:36][O:35][CH2:34][CH2:33]1. No catalyst specified. The product is [CH3:24][C:23]1[O:22][N:21]=[C:20]([C:25]2[CH:30]=[CH:29][CH:28]=[CH:27][CH:26]=2)[C:19]=1[C:16]1[O:15][C:14]([C:11]2[CH:10]=[CH:9][C:8]([C:6]([NH:1][CH:5]3[CH2:33][CH2:34][O:35][CH2:36][CH2:4]3)=[O:7])=[CH:13][CH:12]=2)=[N:18][N:17]=1. The yield is 0.460. (5) The reactants are Cl[C:2]1[C:11]2[C:6](=[C:7]([O:13][CH3:14])[CH:8]=[C:9]([F:12])[CH:10]=2)[CH:5]=[CH:4][N:3]=1.[F-:15].[Cs+]. The catalyst is CS(C)=O.CCOC(C)=O. The product is [F:15][C:2]1[C:11]2[C:6](=[C:7]([O:13][CH3:14])[CH:8]=[C:9]([F:12])[CH:10]=2)[CH:5]=[CH:4][N:3]=1. The yield is 1.05. (6) The reactants are Br[CH2:2][C:3]1[CH:8]=[CH:7][C:6]([S:9]([CH3:12])(=[O:11])=[O:10])=[C:5]([Cl:13])[CH:4]=1.[NH3:14]. The catalyst is CO. The product is [Cl:13][C:5]1[CH:4]=[C:3]([CH:8]=[CH:7][C:6]=1[S:9]([CH3:12])(=[O:11])=[O:10])[CH2:2][NH2:14]. The yield is 0.530. (7) The reactants are [CH3:1][C:2]([O-:4])=O.[K+].C(OC(=O)C)(=O)C.[C:13]([O:17][C:18](=[O:33])[N:19]([CH2:23][CH2:24][C:25]1[CH:30]=[CH:29][CH:28]=[C:27]([NH2:31])[C:26]=1[CH3:32])[CH2:20][CH2:21][CH3:22])([CH3:16])([CH3:15])[CH3:14].[N:34](OCCC(C)C)=O. The catalyst is C1(C)C=CC=CC=1.[OH-].[Na+].O. The product is [C:13]([O:17][C:18](=[O:33])[N:19]([CH2:23][CH2:24][C:25]1[CH:30]=[CH:29][CH:28]=[C:27]2[C:26]=1[CH:32]=[N:34][N:31]2[C:2](=[O:4])[CH3:1])[CH2:20][CH2:21][CH3:22])([CH3:14])([CH3:15])[CH3:16]. The yield is 0.880. (8) The reactants are [Cl:1][C:2]1[CH:3]=[CH:4][C:5]2[N:14]3[C:10](=[N:11][N:12]=[C:13]3[C@H:15]3[CH2:20][CH2:19][C@H:18]([O:21][CH:22]([CH3:24])[CH3:23])[CH2:17][CH2:16]3)[CH2:9][N:8]([C:25](=[O:31])[CH2:26][O:27]C(=O)C)[CH2:7][C:6]=2[CH:32]=1.C[O-].[Na+]. The product is [Cl:1][C:2]1[CH:3]=[CH:4][C:5]2[N:14]3[C:10](=[N:11][N:12]=[C:13]3[C@H:15]3[CH2:20][CH2:19][C@H:18]([O:21][CH:22]([CH3:24])[CH3:23])[CH2:17][CH2:16]3)[CH2:9][N:8]([C:25](=[O:31])[CH2:26][OH:27])[CH2:7][C:6]=2[CH:32]=1. The catalyst is CO. The yield is 0.490. (9) The reactants are [CH3:1][C:2]1[N:7]=[C:6]([CH:8]=[O:9])[CH:5]=[CH:4][C:3]=1[N+:10]([O-:12])=[O:11].[BH4-].[Na+]. The catalyst is C(O)C. The product is [CH3:1][C:2]1[N:7]=[C:6]([CH2:8][OH:9])[CH:5]=[CH:4][C:3]=1[N+:10]([O-:12])=[O:11]. The yield is 0.910. (10) The reactants are [Br:1][C:2]1[CH:7]=[C:6]([C:8]([C:10]2[CH:17]=[CH:16][CH:15]=[C:14]([F:18])[C:11]=2[C:12]#[N:13])=O)[CH:5]=[CH:4][N:3]=1.[CH3:19][C:20]([S:23]([NH2:25])=[O:24])([CH3:22])[CH3:21].CO. The product is [Br:1][C:2]1[CH:7]=[C:6]([C:8]([C:10]2[CH:17]=[CH:16][CH:15]=[C:14]([F:18])[C:11]=2[C:12]#[N:13])=[N:25][S:23]([C:20]([CH3:22])([CH3:21])[CH3:19])=[O:24])[CH:5]=[CH:4][N:3]=1. The yield is 0.675. The catalyst is C1COCC1.C(=O)(O)[O-].[Na+].[O-]CC.[Ti+4].[O-]CC.[O-]CC.[O-]CC.